Predict the reaction yield, written as a fraction of the theoretical maximum amount of product (1.0 means a 100% yield; for example, 0.34 means a 34% yield). From a dataset of Reaction yield outcomes from USPTO patents with 853,638 reactions. (1) The reactants are [NH2:1][C:2]1[N:3]=[CH:4][C:5]2[CH2:11][N:10]([C:12]3[C:13](=[O:26])[N:14]([C:19]4[CH:24]=[CH:23][C:22]([NH2:25])=[CH:21][CH:20]=4)[CH:15]=[CH:16][C:17]=3[CH3:18])[CH2:9][CH2:8][C:6]=2[N:7]=1.CCN(CC)CC.[CH3:34][C:35]1[CH:39]=[CH:38][O:37][C:36]=1[C:40](Cl)=[O:41]. The catalyst is C1COCC1. The product is [NH2:1][C:2]1[N:3]=[CH:4][C:5]2[CH2:11][N:10]([C:12]3[C:13](=[O:26])[N:14]([C:19]4[CH:20]=[CH:21][C:22]([NH:25][C:40]([C:36]5[O:37][CH:38]=[CH:39][C:35]=5[CH3:34])=[O:41])=[CH:23][CH:24]=4)[CH:15]=[CH:16][C:17]=3[CH3:18])[CH2:9][CH2:8][C:6]=2[N:7]=1. The yield is 0.760. (2) The reactants are [Cl:1][CH2:2][CH2:3][C@@H:4]([C:6]1[CH:11]=[CH:10][CH:9]=[CH:8][CH:7]=1)[OH:5].[C:12]([O:15][C:16]1[CH:21]=[CH:20][C:19](O)=[C:18]([CH3:23])[CH:17]=1)(=[O:14])[CH3:13].C1(P(C2C=CC=CC=2)C2C=CC=CC=2)C=CC=CC=1. The catalyst is O1CCCC1. The product is [Cl:1][CH2:2][CH2:3][C@H:4]([C:6]1[CH:11]=[CH:10][CH:9]=[CH:8][CH:7]=1)[O:5][C:19]1[CH:20]=[CH:21][C:16]([O:15][C:12](=[O:14])[CH3:13])=[CH:17][C:18]=1[CH3:23]. The yield is 0.540. (3) The reactants are [CH3:1][O:2][CH:3]([O:15][CH3:16])[CH2:4][C:5]1[CH:14]=[CH:13][C:8]([C:9](OC)=[O:10])=[CH:7][CH:6]=1.[H-].[Al+3].[Li+].[H-].[H-].[H-].O.[OH-].[Na+]. The catalyst is C1COCC1.C(OCC)(=O)C.S([O-])([O-])(=O)=O.[Mg+2]. The product is [CH3:16][O:15][CH:3]([O:2][CH3:1])[CH2:4][C:5]1[CH:14]=[CH:13][C:8]([CH2:9][OH:10])=[CH:7][CH:6]=1. The yield is 0.620. (4) The reactants are [Cl:1][C:2]1[C:7]([C:8]([NH:10][C:11]23[C:29](=[O:30])[C:28]4[C:23](=[CH:24][CH:25]=[CH:26][C:27]=4[N+:31]([O-])=O)[C:12]2([OH:34])[O:13][C:14]2[CH:19]=[C:18]([CH:20]([CH3:22])[CH3:21])[CH:17]=[CH:16][C:15]=23)=[O:9])=[CH:6][N:5]=[CH:4][CH:3]=1.C(O)C. The catalyst is Cl.[Fe].O. The product is [NH2:31][C:27]1[CH:26]=[CH:25][CH:24]=[C:23]2[C:28]=1[C:29](=[O:30])[C:11]1([NH:10][C:8](=[O:9])[C:7]3[C:2]([Cl:1])=[CH:3][CH:4]=[N:5][CH:6]=3)[C:15]3[CH:16]=[CH:17][C:18]([CH:20]([CH3:22])[CH3:21])=[CH:19][C:14]=3[O:13][C:12]12[OH:34]. The yield is 0.740. (5) The reactants are [Cl-].O[NH3+:3].[C:4](=[O:7])([O-])[OH:5].[Na+].CS(C)=O.[CH:13]([O:16][C:17]1[CH:22]=[CH:21][C:20]([N:23]2[C:28](=[O:29])[C:27]([CH2:30][C:31]3[CH:36]=[CH:35][C:34]([C:37]4[C:38]([C:43]#[N:44])=[CH:39][CH:40]=[CH:41][CH:42]=4)=[CH:33][CH:32]=3)=[C:26]([CH2:45][CH2:46][CH3:47])[N:25]=[C:24]2[O:48][CH3:49])=[CH:19][CH:18]=1)([CH3:15])[CH3:14]. The catalyst is O. The product is [CH:13]([O:16][C:17]1[CH:18]=[CH:19][C:20]([N:23]2[C:28](=[O:29])[C:27]([CH2:30][C:31]3[CH:36]=[CH:35][C:34]([C:37]4[CH:42]=[CH:41][CH:40]=[CH:39][C:38]=4[C:43]4[NH:3][C:4](=[O:7])[O:5][N:44]=4)=[CH:33][CH:32]=3)=[C:26]([CH2:45][CH2:46][CH3:47])[N:25]=[C:24]2[O:48][CH3:49])=[CH:21][CH:22]=1)([CH3:15])[CH3:14]. The yield is 0.330. (6) The reactants are [O:1]=[C:2]1[CH:6]=[C:5]([C@@H:7]2[CH2:12][CH2:11][N:10](C(OC)=O)[C@@H:9]([CH2:17][C:18]3[CH:23]=[C:22]([F:24])[C:21]([F:25])=[C:20]([F:26])[CH:19]=3)[CH2:8]2)[O:4][NH:3]1.Br. No catalyst specified. The product is [F:26][C:20]1[CH:19]=[C:18]([CH:23]=[C:22]([F:24])[C:21]=1[F:25])[CH2:17][C@H:9]1[CH2:8][C@H:7]([C:5]2[O:4][NH:3][C:2](=[O:1])[CH:6]=2)[CH2:12][CH2:11][NH:10]1. The yield is 0.215. (7) The product is [OH:13][C:9]1([C:19]2[CH:20]=[C:15]([CH3:14])[C:16]([OH:22])=[CH:17][C:18]=2[CH3:21])[C:10](=[O:11])[C:4]2[C:5](=[CH:6][CH:1]=[CH:2][CH:3]=2)[C:7]1=[O:8]. The catalyst is C(O)(=O)C. The reactants are [CH:1]1[CH:6]=[C:5]2[C:7]([C:9]([OH:13])(O)[C:10](=[O:11])[C:4]2=[CH:3][CH:2]=1)=[O:8].[CH3:14][C:15]1[CH:20]=[CH:19][C:18]([CH3:21])=[CH:17][C:16]=1[OH:22]. The yield is 0.0800.